Dataset: Forward reaction prediction with 1.9M reactions from USPTO patents (1976-2016). Task: Predict the product of the given reaction. (1) Given the reactants [F:1][C:2]([F:39])([F:38])[C:3]([CH2:18][NH:19][C:20]1[CH:28]=[C:27]([CH3:29])[CH:26]=[C:25]2[C:21]=1[CH:22]=[N:23][N:24]2[C:30]1[CH:35]=[CH:34][CH:33]=[C:32]([O:36]C)[CH:31]=1)([OH:17])[CH2:4][C:5]([C:8]1[CH:13]=[C:12]([F:14])[CH:11]=[CH:10][C:9]=1[O:15][CH3:16])([CH3:7])[CH3:6].C(=O)=O.CC(C)=O.B(Br)(Br)Br, predict the reaction product. The product is: [F:14][C:12]1[CH:11]=[CH:10][C:9]([O:15][CH3:16])=[C:8]([C:5]([CH3:7])([CH3:6])[CH2:4][C:3]([OH:17])([C:2]([F:1])([F:39])[F:38])[CH2:18][NH:19][C:20]2[CH:28]=[C:27]([CH3:29])[CH:26]=[C:25]3[C:21]=2[CH:22]=[N:23][N:24]3[C:30]2[CH:31]=[C:32]([OH:36])[CH:33]=[CH:34][CH:35]=2)[CH:13]=1. (2) The product is: [N:21]12[CH2:24][CH2:25][C:18]([O:10][C:9](=[O:11])[C:8](=[O:7])[C:12]3[S:13][CH:14]=[CH:15][CH:16]=3)([CH2:23][CH2:22]1)[CH2:19][CH2:20]2. Given the reactants C(Cl)(=O)C(Cl)=O.[O:7]=[C:8]([C:12]1[S:13][CH:14]=[CH:15][CH:16]=1)[C:9]([OH:11])=[O:10].O[C:18]12[CH2:25][CH2:24][N:21]([CH2:22][CH2:23]1)[CH2:20][CH2:19]2.C(N(CC)CC)C, predict the reaction product. (3) Given the reactants [Cl:1][C:2]1[CH:7]=[CH:6][C:5]([C:8](=O)[CH2:9][C:10]2[CH:15]=[CH:14][C:13]([CH2:16][CH3:17])=[CH:12][CH:11]=2)=[CH:4][CH:3]=1.[NH2:19][C:20]([NH2:22])=[S:21].II.[OH-].[Na+], predict the reaction product. The product is: [Cl:1][C:2]1[CH:7]=[CH:6][C:5]([C:8]2[N:19]=[C:20]([NH2:22])[S:21][C:9]=2[C:10]2[CH:15]=[CH:14][C:13]([CH2:16][CH3:17])=[CH:12][CH:11]=2)=[CH:4][CH:3]=1. (4) Given the reactants Cl.[Cl:2][C:3]1[CH:8]=[CH:7][C:6]([NH:9][NH2:10])=[CH:5][CH:4]=1.Br[CH2:12][CH2:13][CH:14]1[CH2:18][CH2:17][CH2:16][CH2:15]1, predict the reaction product. The product is: [Cl:2][C:3]1[CH:8]=[CH:7][C:6]([N:9]([CH2:12][CH2:13][CH:14]2[CH2:18][CH2:17][CH2:16][CH2:15]2)[NH2:10])=[CH:5][CH:4]=1. (5) Given the reactants [C:1]([C:9]1[CH:10]=[C:11]([CH:15]=[CH:16][CH:17]=1)[C:12]([OH:14])=[O:13])(=[O:8])[C:2]1[CH:7]=[CH:6][CH:5]=[CH:4][CH:3]=1.S(=O)(=O)(O)O.[CH2:23](O)[CH3:24], predict the reaction product. The product is: [C:1]([C:9]1[CH:10]=[C:11]([CH:15]=[CH:16][CH:17]=1)[C:12]([O:14][CH2:23][CH3:24])=[O:13])(=[O:8])[C:2]1[CH:3]=[CH:4][CH:5]=[CH:6][CH:7]=1. (6) Given the reactants Cl[C:2]1[CH:9]=[CH:8][C:7]([S:10]([CH2:13][CH3:14])(=[O:12])=[O:11])=[CH:6][C:3]=1[C:4]#[N:5].[Cl:15][C:16]1[CH:21]=[CH:20][C:19]([CH2:22][C:23]([OH:25])=[O:24])=[CH:18][C:17]=1[OH:26], predict the reaction product. The product is: [Cl:15][C:16]1[CH:21]=[CH:20][C:19]([CH2:22][C:23]([OH:25])=[O:24])=[CH:18][C:17]=1[O:26][C:2]1[CH:9]=[CH:8][C:7]([S:10]([CH2:13][CH3:14])(=[O:12])=[O:11])=[CH:6][C:3]=1[C:4]#[N:5]. (7) Given the reactants [F:1][C:2]([F:20])([F:19])[O:3][C:4]1[CH:9]=[CH:8][C:7]([NH:10][C:11]2[S:12][CH:13]=[C:14]([C:16]([OH:18])=[O:17])[N:15]=2)=[CH:6][CH:5]=1.[Cl:21][C:22]1[CH:30]=[C:29]([Cl:31])[CH:28]=[CH:27][C:23]=1[C:24](Cl)=[O:25].C(=O)([O-])[O-].[K+].[K+], predict the reaction product. The product is: [Cl:21][C:22]1[CH:30]=[C:29]([Cl:31])[CH:28]=[CH:27][C:23]=1[C:24]([N:10]([C:7]1[CH:8]=[CH:9][C:4]([O:3][C:2]([F:1])([F:19])[F:20])=[CH:5][CH:6]=1)[C:11]1[S:12][CH:13]=[C:14]([C:16]([OH:18])=[O:17])[N:15]=1)=[O:25].